This data is from NCI-60 drug combinations with 297,098 pairs across 59 cell lines. The task is: Regression. Given two drug SMILES strings and cell line genomic features, predict the synergy score measuring deviation from expected non-interaction effect. (1) Synergy scores: CSS=-1.42, Synergy_ZIP=-2.20, Synergy_Bliss=-5.08, Synergy_Loewe=-9.24, Synergy_HSA=-6.61. Cell line: ACHN. Drug 1: CC1=C(C=C(C=C1)NC2=NC=CC(=N2)N(C)C3=CC4=NN(C(=C4C=C3)C)C)S(=O)(=O)N.Cl. Drug 2: COC1=C2C(=CC3=C1OC=C3)C=CC(=O)O2. (2) Cell line: COLO 205. Synergy scores: CSS=30.5, Synergy_ZIP=-2.79, Synergy_Bliss=4.83, Synergy_Loewe=-1.52, Synergy_HSA=-0.785. Drug 1: C(=O)(N)NO. Drug 2: COCCOC1=C(C=C2C(=C1)C(=NC=N2)NC3=CC=CC(=C3)C#C)OCCOC.Cl. (3) Drug 1: CC1=C(C=C(C=C1)NC2=NC=CC(=N2)N(C)C3=CC4=NN(C(=C4C=C3)C)C)S(=O)(=O)N.Cl. Drug 2: CCN(CC)CCCC(C)NC1=C2C=C(C=CC2=NC3=C1C=CC(=C3)Cl)OC. Cell line: CAKI-1. Synergy scores: CSS=17.4, Synergy_ZIP=-4.07, Synergy_Bliss=-0.560, Synergy_Loewe=-1.56, Synergy_HSA=0.936. (4) Drug 1: C1CCC(C1)C(CC#N)N2C=C(C=N2)C3=C4C=CNC4=NC=N3. Drug 2: CNC(=O)C1=NC=CC(=C1)OC2=CC=C(C=C2)NC(=O)NC3=CC(=C(C=C3)Cl)C(F)(F)F. Cell line: SK-MEL-28. Synergy scores: CSS=2.58, Synergy_ZIP=-3.80, Synergy_Bliss=-4.17, Synergy_Loewe=-17.5, Synergy_HSA=-8.54. (5) Drug 1: CC1CCC2CC(C(=CC=CC=CC(CC(C(=O)C(C(C(=CC(C(=O)CC(OC(=O)C3CCCCN3C(=O)C(=O)C1(O2)O)C(C)CC4CCC(C(C4)OC)O)C)C)O)OC)C)C)C)OC. Drug 2: CCN(CC)CCNC(=O)C1=C(NC(=C1C)C=C2C3=C(C=CC(=C3)F)NC2=O)C. Cell line: SF-268. Synergy scores: CSS=5.22, Synergy_ZIP=-4.22, Synergy_Bliss=-2.50, Synergy_Loewe=-2.00, Synergy_HSA=-1.42. (6) Drug 1: C1=NC(=NC(=O)N1C2C(C(C(O2)CO)O)O)N. Drug 2: COC1=C2C(=CC3=C1OC=C3)C=CC(=O)O2. Cell line: NCI-H522. Synergy scores: CSS=19.0, Synergy_ZIP=-7.70, Synergy_Bliss=-0.536, Synergy_Loewe=-0.616, Synergy_HSA=-0.345. (7) Drug 1: CN(C)C1=NC(=NC(=N1)N(C)C)N(C)C. Drug 2: C1=NC2=C(N=C(N=C2N1C3C(C(C(O3)CO)O)F)Cl)N. Cell line: K-562. Synergy scores: CSS=18.9, Synergy_ZIP=3.02, Synergy_Bliss=-4.83, Synergy_Loewe=-39.1, Synergy_HSA=-7.88. (8) Drug 1: C(CCl)NC(=O)N(CCCl)N=O. Drug 2: CC1C(C(CC(O1)OC2CC(CC3=C2C(=C4C(=C3O)C(=O)C5=C(C4=O)C(=CC=C5)OC)O)(C(=O)CO)O)N)O.Cl. Cell line: NCI-H322M. Synergy scores: CSS=31.3, Synergy_ZIP=-2.86, Synergy_Bliss=-4.15, Synergy_Loewe=-3.99, Synergy_HSA=-2.49.